From a dataset of Full USPTO retrosynthesis dataset with 1.9M reactions from patents (1976-2016). Predict the reactants needed to synthesize the given product. Given the product [CH:12]([C@@H:13]1[CH2:17][CH2:16][N:15]([C:18]([O:20][C:21]([CH3:24])([CH3:23])[CH3:22])=[O:19])[CH2:14]1)=[O:11], predict the reactants needed to synthesize it. The reactants are: CS(C)=O.C(Cl)(=O)C(Cl)=O.[OH:11][CH2:12][C@@H:13]1[CH2:17][CH2:16][N:15]([C:18]([O:20][C:21]([CH3:24])([CH3:23])[CH3:22])=[O:19])[CH2:14]1.C(N(CC)CC)C.